Task: Predict the reactants needed to synthesize the given product.. Dataset: Full USPTO retrosynthesis dataset with 1.9M reactions from patents (1976-2016) (1) The reactants are: [CH2:1]([N:8]1[CH2:13][CH2:12][C:11]([C:15]2[CH:20]=[CH:19][C:18]([C:21]([F:24])([F:23])[F:22])=[CH:17][CH:16]=2)(O)[CH2:10][CH2:9]1)[C:2]1[CH:7]=[CH:6][CH:5]=[CH:4][CH:3]=1.Cl.C(O)(=O)C. Given the product [CH2:1]([N:8]1[CH2:9][CH:10]=[C:11]([C:15]2[CH:16]=[CH:17][C:18]([C:21]([F:24])([F:22])[F:23])=[CH:19][CH:20]=2)[CH2:12][CH2:13]1)[C:2]1[CH:3]=[CH:4][CH:5]=[CH:6][CH:7]=1, predict the reactants needed to synthesize it. (2) Given the product [C:1]([C:3]1[CH:4]=[CH:5][C:6]([CH2:9][CH2:10][CH:11](/[CH:23]=[CH:24]/[C:25]2[CH:30]=[CH:29][CH:28]=[CH:27][C:26]=2[O:31][CH3:32])[CH2:12][C:13]2[CH:22]=[CH:21][C:16]([C:17]([OH:19])=[O:18])=[CH:15][CH:14]=2)=[CH:7][CH:8]=1)#[N:2], predict the reactants needed to synthesize it. The reactants are: [C:1]([C:3]1[CH:8]=[CH:7][C:6]([CH2:9][CH2:10][CH:11](/[CH:23]=[CH:24]/[C:25]2[CH:30]=[CH:29][CH:28]=[CH:27][C:26]=2[O:31][CH3:32])[CH2:12][C:13]2[CH:22]=[CH:21][C:16]([C:17]([O:19]C)=[O:18])=[CH:15][CH:14]=2)=[CH:5][CH:4]=1)#[N:2].[OH-].[Li+]. (3) Given the product [F:1][C:2]1[CH:3]=[CH:4][C:5]([N:8]2[C:12]([C:13]([N:18]([O:19][CH3:20])[CH3:17])=[O:15])=[CH:11][N:10]=[C:9]2[SH:16])=[CH:6][CH:7]=1, predict the reactants needed to synthesize it. The reactants are: [F:1][C:2]1[CH:7]=[CH:6][C:5]([N:8]2[C:12]([C:13]([OH:15])=O)=[CH:11][N:10]=[C:9]2[SH:16])=[CH:4][CH:3]=1.[CH3:17][NH:18][O:19][CH3:20].C(N=C=NCCCN(C)C)C.O. (4) The reactants are: [OH-:1].[K+].[NH2:3][C:4]1[N:9]=[C:8]([NH:10][C@@H:11]([CH2:15][CH2:16][CH2:17][CH3:18])[CH2:12][CH2:13][OH:14])[C:7]([CH2:19][C:20]2[CH:25]=[CH:24][C:23]([CH2:26][C:27]#N)=[CH:22][C:21]=2[F:29])=[C:6]([CH3:30])[N:5]=1.C[OH:32]. Given the product [NH2:3][C:4]1[N:9]=[C:8]([NH:10][C@@H:11]([CH2:15][CH2:16][CH2:17][CH3:18])[CH2:12][CH2:13][OH:14])[C:7]([CH2:19][C:20]2[CH:25]=[CH:24][C:23]([CH2:26][C:27]([OH:32])=[O:1])=[CH:22][C:21]=2[F:29])=[C:6]([CH3:30])[N:5]=1, predict the reactants needed to synthesize it. (5) Given the product [CH2:32]([N:29]1[CH:2]=[C:1]([C:3]2[N:11]=[CH:10][C:9]3[NH:8][C:7]4[N:12]=[CH:13][C:14]([C:16]5[CH:17]=[CH:18][C:19]([CH2:22][N:23]6[CH2:28][CH2:27][CH2:26][CH2:25][CH2:24]6)=[CH:20][CH:21]=5)=[CH:15][C:6]=4[C:5]=3[CH:4]=2)[N:31]=[N:30]1)[C:33]1[CH:38]=[CH:37][CH:36]=[CH:35][CH:34]=1, predict the reactants needed to synthesize it. The reactants are: [C:1]([C:3]1[N:11]=[CH:10][C:9]2[NH:8][C:7]3[N:12]=[CH:13][C:14]([C:16]4[CH:21]=[CH:20][C:19]([CH2:22][N:23]5[CH2:28][CH2:27][CH2:26][CH2:25][CH2:24]5)=[CH:18][CH:17]=4)=[CH:15][C:6]=3[C:5]=2[CH:4]=1)#[CH:2].[N:29]([CH2:32][C:33]1[CH:38]=[CH:37][CH:36]=[CH:35][CH:34]=1)=[N+:30]=[N-:31]. (6) Given the product [Ca+2:34].[P:3]([O-:32])([O-:31])([O:5][CH2:6][N:7]1[C:16]2[C:11](=[C:12]([F:21])[CH:13]=[CH:14][C:15]=2[O:17][CH2:18][CH2:19][CH3:20])[C:10](=[O:22])[C:9]([C:23]2[CH:24]=[CH:25][C:26]([O:29][CH3:30])=[CH:27][CH:28]=2)=[CH:8]1)=[O:4], predict the reactants needed to synthesize it. The reactants are: [Na+].[Na+].[P:3]([O-:32])([O-:31])([O:5][CH2:6][N:7]1[C:16]2[C:11](=[C:12]([F:21])[CH:13]=[CH:14][C:15]=2[O:17][CH2:18][CH2:19][CH3:20])[C:10](=[O:22])[C:9]([C:23]2[CH:28]=[CH:27][C:26]([O:29][CH3:30])=[CH:25][CH:24]=2)=[CH:8]1)=[O:4].[Cl-].[Ca+2:34].[Cl-]. (7) Given the product [C:39]([OH:46])(=[O:45])/[CH:40]=[CH:41]\[C:42]([OH:44])=[O:43].[C:39]([OH:46])(=[O:45])/[CH:40]=[CH:41]\[C:42]([OH:44])=[O:43].[C:39]([OH:46])(=[O:45])/[CH:40]=[CH:41]\[C:42]([OH:44])=[O:43].[NH2:1][C:2]1[N:7]=[CH:6][N:5]=[C:4]2[N:8]([CH:32]3[CH2:37][CH2:36][N:35]([CH3:38])[CH2:34][CH2:33]3)[N:9]=[C:10]([C:11]3[CH:16]=[CH:15][C:14]([NH:17][C:18](=[O:29])[C:19]4[CH:24]=[CH:23][C:22]([C:25]([F:27])([F:28])[F:26])=[CH:21][CH:20]=4)=[C:13]([O:30][CH3:31])[CH:12]=3)[C:3]=12, predict the reactants needed to synthesize it. The reactants are: [NH2:1][C:2]1[N:7]=[CH:6][N:5]=[C:4]2[N:8]([CH:32]3[CH2:37][CH2:36][N:35]([CH3:38])[CH2:34][CH2:33]3)[N:9]=[C:10]([C:11]3[CH:16]=[CH:15][C:14]([NH:17][C:18](=[O:29])[C:19]4[CH:24]=[CH:23][C:22]([C:25]([F:28])([F:27])[F:26])=[CH:21][CH:20]=4)=[C:13]([O:30][CH3:31])[CH:12]=3)[C:3]=12.[C:39]([OH:46])(=[O:45])/[CH:40]=[CH:41]\[C:42]([OH:44])=[O:43]. (8) Given the product [CH:1]1([C:7]2[CH:26]=[CH:25][C:10]([O:11][CH2:12][C@H:13]3[O:24][C:16]4=[N:17][C:18](=[O:23])[C:19]([S:21]([CH3:22])=[O:28])=[CH:20][N:15]4[CH2:14]3)=[CH:9][CH:8]=2)[CH2:2][CH2:3][CH2:4][CH2:5][CH2:6]1, predict the reactants needed to synthesize it. The reactants are: [CH:1]1([C:7]2[CH:26]=[CH:25][C:10]([O:11][CH2:12][CH:13]3[O:24][C:16]4=[N:17][C:18](=[O:23])[C:19]([S:21][CH3:22])=[CH:20][N:15]4[CH2:14]3)=[CH:9][CH:8]=2)[CH2:6][CH2:5][CH2:4][CH2:3][CH2:2]1.B1([O-])O[O:28]1.O.O.O.O.[Na+].[OH-].[Na+]. (9) Given the product [CH3:1][C:2]1[C:6]([CH2:7][N:8]2[CH:12]=[C:11]([N:13]3[C:17](=[O:18])[C:16]([CH3:19])([CH3:20])[N:15]([CH2:24][C:25]4[CH:30]=[CH:29][CH:28]=[C:27]([O:31][CH3:32])[CH:26]=4)[C:14]3=[O:21])[CH:10]=[N:9]2)=[C:5]([CH3:22])[O:4][N:3]=1, predict the reactants needed to synthesize it. The reactants are: [CH3:1][C:2]1[C:6]([CH2:7][N:8]2[CH:12]=[C:11]([N:13]3[C:17](=[O:18])[C:16]([CH3:20])([CH3:19])[NH:15][C:14]3=[O:21])[CH:10]=[N:9]2)=[C:5]([CH3:22])[O:4][N:3]=1.Br[CH2:24][C:25]1[CH:30]=[CH:29][CH:28]=[C:27]([O:31][CH3:32])[CH:26]=1. (10) Given the product [S:18]1[CH:17]=[C:16]([C:14]2[N:13]([CH2:22][CH2:23][CH2:24][CH2:25][CH2:26][B:27]([OH:29])[OH:28])[C:11]3[CH:12]=[CH:7][CH:8]=[CH:9][C:10]=3[N:15]=2)[N:20]=[CH:19]1, predict the reactants needed to synthesize it. The reactants are: C(=O)([O-])[O-].[Cs+].[Cs+].[CH:7]1[CH:8]=[CH:9][C:10]2[N:15]=[C:14]([C:16]3[N:20]=[CH:19][S:18][CH:17]=3)[NH:13][C:11]=2[CH:12]=1.Br[CH2:22][CH2:23][CH2:24][CH2:25][CH2:26][B:27]([OH:29])[OH:28].FC(F)(F)C(O)=O.